From a dataset of Full USPTO retrosynthesis dataset with 1.9M reactions from patents (1976-2016). Predict the reactants needed to synthesize the given product. (1) Given the product [CH2:31]([C@@H:35]1[N:40]([C:55]([C:52]2[CH:51]=[C:50]([C:46]3[S:45][CH:49]=[CH:48][CH:47]=3)[O:54][N:53]=2)=[O:56])[CH2:39][C@H:38]([CH:41]([CH3:43])[CH3:42])[NH:37][C:36]1=[O:44])[CH:32]([CH3:34])[CH3:33], predict the reactants needed to synthesize it. The reactants are: C([C@@H]1N(C(=O)C2C=CC(OC3C=CC=CC=3)=CC=2)C[C@H](CC(C)C)NC1=O)C(C)C.[CH2:31]([C@@H:35]1[NH:40][CH2:39][C@H:38]([CH:41]([CH3:43])[CH3:42])[NH:37][C:36]1=[O:44])[CH:32]([CH3:34])[CH3:33].[S:45]1[CH:49]=[CH:48][CH:47]=[C:46]1[C:50]1[O:54][N:53]=[C:52]([C:55](O)=[O:56])[CH:51]=1. (2) Given the product [C:1]([O:5][C:6]12[CH2:15][CH:10]3[CH2:11][CH:12]([CH2:14][C:8]([C:16]([O:18][C:20]([CH3:22])([CH3:21])[CH3:19])=[O:17])([CH2:9]3)[CH2:7]1)[CH2:13]2)(=[O:4])[CH:2]=[CH2:3], predict the reactants needed to synthesize it. The reactants are: [C:1]([O:5][C:6]12[CH2:15][CH:10]3[CH2:11][CH:12]([CH2:14][C:8]([C:16]([OH:18])=[O:17])([CH2:9]3)[CH2:7]1)[CH2:13]2)(=[O:4])[CH:2]=[CH2:3].[CH2:19]=[C:20]([CH3:22])[CH3:21].S(=O)(=O)(O)O. (3) The reactants are: [CH:1]1([NH:4][C:5]([C:7]2[CH:8]=[CH:9][C:10]([CH3:26])=[C:11]([NH:13][C:14](=[O:25])[C:15]3[CH:20]=[C:19](F)[CH:18]=[CH:17][C:16]=3[N+:22]([O-:24])=[O:23])[CH:12]=2)=[O:6])[CH2:3][CH2:2]1.C(OC([N:34]1[CH2:38][CH2:37][CH2:36][C@H:35]1[CH2:39][OH:40])=O)(C)(C)C.[H-].[Na+].[Cl-:43].[NH4+]. Given the product [ClH:43].[CH:1]1([NH:4][C:5]([C:7]2[CH:8]=[CH:9][C:10]([CH3:26])=[C:11]([NH:13][C:14](=[O:25])[C:15]3[CH:20]=[C:19]([O:40][CH2:39][C@@H:35]4[CH2:36][CH2:37][CH2:38][NH:34]4)[CH:18]=[CH:17][C:16]=3[N+:22]([O-:24])=[O:23])[CH:12]=2)=[O:6])[CH2:3][CH2:2]1, predict the reactants needed to synthesize it. (4) Given the product [NH2:19][C:10]1[CH:9]=[C:8]([N:4]2[C:3](=[O:22])[C:2]([CH3:1])([CH3:23])[NH:6][C:5]2=[O:7])[CH:13]=[CH:12][C:11]=1[S:14][C:15]([F:18])([F:16])[F:17], predict the reactants needed to synthesize it. The reactants are: [CH3:1][C:2]1([CH3:23])[NH:6][C:5](=[O:7])[N:4]([C:8]2[CH:13]=[CH:12][C:11]([S:14][C:15]([F:18])([F:17])[F:16])=[C:10]([N+:19]([O-])=O)[CH:9]=2)[C:3]1=[O:22].C(OCC)(=O)C.O.[OH-].[Na+]. (5) The reactants are: [Cl:1][C:2]1[CH:3]=[C:4]2[C:8](=[CH:9][CH:10]=1)[N:7]([CH2:11][CH2:12][C:13]([O:15]CC)=O)[C:6]([CH2:18][N:19]1[C:23]3=[CH:24][N:25]=[CH:26][CH:27]=[C:22]3[C:21]3([CH2:29][CH2:28]3)[C:20]1=[O:30])=[CH:5]2.[NH3:31]. Given the product [Cl:1][C:2]1[CH:3]=[C:4]2[C:8](=[CH:9][CH:10]=1)[N:7]([CH2:11][CH2:12][C:13]([NH2:31])=[O:15])[C:6]([CH2:18][N:19]1[C:23]3=[CH:24][N:25]=[CH:26][CH:27]=[C:22]3[C:21]3([CH2:29][CH2:28]3)[C:20]1=[O:30])=[CH:5]2, predict the reactants needed to synthesize it. (6) Given the product [O:11]=[C:7]1[C:8]2[C:4](=[CH:3][C:2]([O:1][C:13]3[CH:21]=[CH:20][C:16]([C:17]([NH2:19])=[O:18])=[CH:15][N:14]=3)=[CH:10][CH:9]=2)[CH2:5][CH2:6]1, predict the reactants needed to synthesize it. The reactants are: [OH:1][C:2]1[CH:3]=[C:4]2[C:8](=[CH:9][CH:10]=1)[C:7](=[O:11])[CH2:6][CH2:5]2.Cl[C:13]1[CH:21]=[CH:20][C:16]([C:17]([NH2:19])=[O:18])=[CH:15][N:14]=1.C([O-])([O-])=O.[K+].[K+]. (7) Given the product [NH2:20][C:19]1[N:2]([CH2:4][C:5]([O:7][CH2:8][CH3:9])=[O:6])[N:3]=[C:17]([C:16]([CH3:23])([CH3:22])[CH3:15])[CH:18]=1, predict the reactants needed to synthesize it. The reactants are: Cl.[NH:2]([CH2:4][C:5]([O:7][CH2:8][CH3:9])=[O:6])[NH2:3].C([O-])(O)=O.[Na+].[CH3:15][C:16]([CH3:23])([CH3:22])[C:17](=O)[CH2:18][C:19]#[N:20]. (8) Given the product [CH2:17]([O:16][C:7]1[CH:8]=[C:9]([C:12]([F:13])([F:15])[F:14])[CH:10]=[CH:11][C:6]=1[CH:5]=[CH:4][C:3]([OH:20])=[O:2])[CH2:18][CH3:19], predict the reactants needed to synthesize it. The reactants are: C[O:2][C:3](=[O:20])[CH:4]=[CH:5][C:6]1[CH:11]=[CH:10][C:9]([C:12]([F:15])([F:14])[F:13])=[CH:8][C:7]=1[O:16][CH2:17][CH2:18][CH3:19].[Li+].[OH-]. (9) Given the product [Br:4][C:5]1[CH:10]=[C:9]([NH:1][C:2]2[S:3][C:19]([C:15]3[CH:16]=[CH:17][CH:18]=[C:13]([O:12][CH3:11])[CH:14]=3)=[N:21][N:22]=2)[CH:8]=[CH:7][CH:6]=1, predict the reactants needed to synthesize it. The reactants are: [N-:1]=[C:2]=[S:3].[Br:4][C:5]1[CH:6]=[CH:7][CH:8]=[CH:9][CH:10]=1.[CH3:11][O:12][C:13]1[CH:14]=[C:15]([C:19]([NH:21][NH2:22])=O)[CH:16]=[CH:17][CH:18]=1.